Dataset: Full USPTO retrosynthesis dataset with 1.9M reactions from patents (1976-2016). Task: Predict the reactants needed to synthesize the given product. (1) Given the product [NH2:1][C:2]1[C:3]2[CH:11]=[CH:10][N:9]([C@@H:12]3[O:16][C@:15]([C:17]#[CH:18])([CH2:19][OH:20])[C@@H:14]([OH:21])[CH2:13]3)[C:4]=2[N:5]=[C:6]([F:8])[N:7]=1, predict the reactants needed to synthesize it. The reactants are: [NH2:1][C:2]1[C:3]2[CH:11]=[CH:10][N:9]([C@@H:12]3[O:16][C@@:15]([CH2:19][OH:20])([C:17]#[CH:18])[C@@H:14]([O:21][Si](C(C)(C)C)(C)C)[CH2:13]3)[C:4]=2[N:5]=[C:6]([F:8])[N:7]=1.CCCC[N+](CCCC)(CCCC)CCCC.[F-].C1COCC1.O.C(=O)(O)[O-].[NH4+]. (2) Given the product [C:21]([C@@H:28]([CH2:31][CH3:32])[C:29]([NH2:14])([C:6]1[O:5][C:4]([CH2:3][O:2][CH3:1])=[N:8][N:7]=1)[OH:30])([O:23][C:24]([CH3:27])([CH3:26])[CH3:25])=[O:22], predict the reactants needed to synthesize it. The reactants are: [CH3:1][O:2][CH2:3][C:4]1[O:5][CH:6]=[N:7][N:8]=1.[Li]CCCC.[N:14]#N.CCOCC.[C:21]([C@:28](N)([CH2:31][CH3:32])[CH:29]=[O:30])([O:23][C:24]([CH3:27])([CH3:26])[CH3:25])=[O:22]. (3) The reactants are: [OH:1][C:2]1[CH:11]=[C:10]2[C:5]([CH:6]=[CH:7][C:8](=[O:12])[O:9]2)=[CH:4][CH:3]=1.[N+:13]([C:16]1[CH:21]=[C:20]([N+:22]([O-:24])=[O:23])[CH:19]=[CH:18][C:17]=1[CH2:25][CH2:26][CH2:27][CH2:28][CH2:29]O)([O-:15])=[O:14].C1(P(C2C=CC=CC=2)C2C=CC=CC=2)C=CC=CC=1.CC(OC(/N=N/C(OC(C)C)=O)=O)C. Given the product [N+:13]([C:16]1[CH:21]=[C:20]([N+:22]([O-:24])=[O:23])[CH:19]=[CH:18][C:17]=1[CH2:25][CH2:26][CH2:27][CH2:28][CH2:29][O:1][C:2]1[CH:11]=[C:10]2[C:5]([CH:6]=[CH:7][C:8](=[O:12])[O:9]2)=[CH:4][CH:3]=1)([O-:15])=[O:14], predict the reactants needed to synthesize it. (4) Given the product [C:1]([O:5][C:6]([N:8]1[CH2:13][CH2:12][CH2:11][CH:10]([CH2:14][NH:15][C:23]([NH:24][C:25]2[CH:30]=[CH:29][CH:28]=[C:27]([C:31]3[N:35]([CH3:36])[N:34]=[N:33][N:32]=3)[CH:26]=2)=[O:22])[CH2:9]1)=[O:7])([CH3:4])([CH3:3])[CH3:2], predict the reactants needed to synthesize it. The reactants are: [C:1]([O:5][C:6]([N:8]1[CH2:13][CH2:12][CH2:11][CH:10]([CH2:14][NH2:15])[CH2:9]1)=[O:7])([CH3:4])([CH3:3])[CH3:2].C1([O:22][C:23](=O)[NH:24][C:25]2[CH:30]=[CH:29][CH:28]=[C:27]([C:31]3[N:35]([CH3:36])[N:34]=[N:33][N:32]=3)[CH:26]=2)C=CC=CC=1.C(N(CC)CC)C. (5) Given the product [NH2:24][C:11]1[C:12]([N:17]2[CH2:20][CH:19]([N:21]([CH3:22])[CH3:23])[CH2:18]2)=[CH:13][C:14]([O:15][CH3:16])=[C:9]([NH:8][C:5]2[N:4]=[C:3]([C:25]3[CH:26]=[N:27][N:28]4[CH:33]=[CH:32][CH:31]=[CH:30][C:29]=34)[C:2]([C:68]#[N:69])=[CH:7][N:6]=2)[CH:10]=1, predict the reactants needed to synthesize it. The reactants are: Cl[C:2]1[C:3]([C:25]2[CH:26]=[N:27][N:28]3[CH:33]=[CH:32][CH:31]=[CH:30][C:29]=23)=[N:4][C:5]([NH:8][C:9]2[C:14]([O:15][CH3:16])=[CH:13][C:12]([N:17]3[CH2:20][CH:19]([N:21]([CH3:23])[CH3:22])[CH2:18]3)=[C:11]([NH2:24])[CH:10]=2)=[N:6][CH:7]=1.C1(P(C2CCCCC2)C2C=CC=CC=2C2C(C(C)C)=CC(C(C)C)=CC=2C(C)C)CCCCC1.[C:68]([Zn]C#N)#[N:69]. (6) Given the product [CH2:1]([C:4]1[CH:9]=[C:8]([CH:10]([NH2:23])[CH3:11])[CH:7]=[CH:6][C:5]=1[C:13]1[CH:18]=[C:17]([F:19])[CH:16]=[CH:15][C:14]=1[O:20][CH3:21])[CH:2]=[CH2:3], predict the reactants needed to synthesize it. The reactants are: [CH2:1]([C:4]1[CH:9]=[C:8]([C:10](=O)[CH3:11])[CH:7]=[CH:6][C:5]=1[C:13]1[CH:18]=[C:17]([F:19])[CH:16]=[CH:15][C:14]=1[O:20][CH3:21])[CH:2]=[CH2:3].C([BH3-])#[N:23].[Na+].C([O-])(=O)C. (7) Given the product [Br:1][C:2]1[CH:7]=[CH:6][C:5]([Cl:8])=[CH:4][C:3]=1[C:9]1[CH:14]=[CH:13][N:12]([CH:15]([CH3:19])[C:16]([NH:21][C:22]2[CH:34]=[CH:33][C:25]([C:26]([O:28][C:29]([CH3:30])([CH3:31])[CH3:32])=[O:27])=[CH:24][CH:23]=2)=[O:18])[C:11](=[O:20])[CH:10]=1, predict the reactants needed to synthesize it. The reactants are: [Br:1][C:2]1[CH:7]=[CH:6][C:5]([Cl:8])=[CH:4][C:3]=1[C:9]1[CH:14]=[CH:13][N:12]([CH:15]([CH3:19])[C:16]([OH:18])=O)[C:11](=[O:20])[CH:10]=1.[NH2:21][C:22]1[CH:34]=[CH:33][C:25]([C:26]([O:28][C:29]([CH3:32])([CH3:31])[CH3:30])=[O:27])=[CH:24][CH:23]=1.